This data is from Experimental lipophilicity measurements (octanol/water distribution) for 4,200 compounds from AstraZeneca. The task is: Regression/Classification. Given a drug SMILES string, predict its absorption, distribution, metabolism, or excretion properties. Task type varies by dataset: regression for continuous measurements (e.g., permeability, clearance, half-life) or binary classification for categorical outcomes (e.g., BBB penetration, CYP inhibition). For this dataset (lipophilicity_astrazeneca), we predict Y. The Y is 3.95 logD. The molecule is O=C(Nc1c(Cl)cncc1Cl)c1ccc(OC(F)F)c(OCC2CC2)c1.